From a dataset of Human liver microsome stability data. Regression/Classification. Given a drug SMILES string, predict its absorption, distribution, metabolism, or excretion properties. Task type varies by dataset: regression for continuous measurements (e.g., permeability, clearance, half-life) or binary classification for categorical outcomes (e.g., BBB penetration, CYP inhibition). Dataset: hlm. (1) The result is 1 (stable in human liver microsomes). The compound is C=CC(=O)N1CCC[C@@H](n2nc(-c3ccc(Oc4ccccc4)cc3)c3c(N)ncnc32)C1. (2) The drug is CC(=O)O[C@H]1C[C@H]2[C@@H]([C@H](OC(C)=O)C[C@@H]3C[C@H](N(C)C)CC[C@@]32C)[C@@H]2CC[C@H]([C@H](C)CCCN(C)CCNc3ccnc4cc(Cl)ccc34)[C@@]12C. The result is 1 (stable in human liver microsomes). (3) The molecule is N#Cc1ccc(F)cc1Cn1c(N2CCC[C@@H](N)C2)ncc(Cl)c1=O. The result is 0 (unstable in human liver microsomes). (4) The compound is CC(C)CCn1nc(C2CCCC2)c(O)c(C2=NS(=O)(=O)c3cc(NS(C)(=O)=O)ccc3N2)c1=O. The result is 1 (stable in human liver microsomes). (5) The compound is CC#C[C@@H](Cc1nn[nH]n1)c1ccc(OCc2ccc3sc(I)c(-c4ccccc4C)c3c2)cc1. The result is 1 (stable in human liver microsomes). (6) The compound is CCOc1cc(NC(=O)C2(NC(=O)c3ccc4c(C5CCCC5)c(-c5ncc(Cl)cn5)n(C)c4c3)CCC2)ccc1C=CC(=O)OCC(=O)N1CCOCC1. The result is 0 (unstable in human liver microsomes). (7) The drug is Cc1noc(-c2ccc3c(c2)c2c(n3CCC[S+]([O-])c3cc(F)cc(F)c3)CCCC2)n1. The result is 1 (stable in human liver microsomes). (8) The molecule is N=c1c(C(=O)N2CCC(c3ccccc3)CC2)cc2c(=O)n3ccccc3nc2n1Cc1ccccc1. The result is 0 (unstable in human liver microsomes). (9) The drug is COc1ccc2nc3cc(Cl)ccc3c(N=C(NCCCN3CCCCC3)c3ccccc3)c2n1. The result is 1 (stable in human liver microsomes).